From a dataset of NCI-60 drug combinations with 297,098 pairs across 59 cell lines. Regression. Given two drug SMILES strings and cell line genomic features, predict the synergy score measuring deviation from expected non-interaction effect. (1) Drug 1: CC1=CC=C(C=C1)C2=CC(=NN2C3=CC=C(C=C3)S(=O)(=O)N)C(F)(F)F. Drug 2: C1C(C(OC1N2C=NC(=NC2=O)N)CO)O. Cell line: PC-3. Synergy scores: CSS=9.52, Synergy_ZIP=-2.98, Synergy_Bliss=-0.535, Synergy_Loewe=-8.74, Synergy_HSA=0.538. (2) Drug 1: COC1=NC(=NC2=C1N=CN2C3C(C(C(O3)CO)O)O)N. Drug 2: C1CN(CCN1C(=O)CCBr)C(=O)CCBr. Cell line: CAKI-1. Synergy scores: CSS=6.55, Synergy_ZIP=-4.81, Synergy_Bliss=3.07, Synergy_Loewe=-7.58, Synergy_HSA=0.279. (3) Drug 1: CC1C(C(CC(O1)OC2CC(CC3=C2C(=C4C(=C3O)C(=O)C5=C(C4=O)C(=CC=C5)OC)O)(C(=O)C)O)N)O.Cl. Drug 2: CN1C2=C(C=C(C=C2)N(CCCl)CCCl)N=C1CCCC(=O)O.Cl. Cell line: MDA-MB-435. Synergy scores: CSS=7.55, Synergy_ZIP=-0.266, Synergy_Bliss=3.77, Synergy_Loewe=-12.8, Synergy_HSA=-0.408.